This data is from Reaction yield outcomes from USPTO patents with 853,638 reactions. The task is: Predict the reaction yield, written as a fraction of the theoretical maximum amount of product (1.0 means a 100% yield; for example, 0.34 means a 34% yield). (1) The reactants are [OH:1][NH:2][C:3](=[NH:18])[CH2:4][CH2:5][CH2:6][N:7]1[C:11]2[CH:12]=[CH:13][CH:14]=[CH:15][C:10]=2[N:9]=[C:8]1[CH2:16][OH:17].B(F)(F)F.[CH3:23]COCC. The catalyst is C(OC)(OC)OC. The product is [O:1]1[CH:23]=[N:18][C:3]([CH2:4][CH2:5][CH2:6][N:7]2[C:11]3[CH:12]=[CH:13][CH:14]=[CH:15][C:10]=3[N:9]=[C:8]2[CH2:16][OH:17])=[N:2]1. The yield is 0.730. (2) The reactants are Cl[C:2]1[C:11]2[C:6](=[CH:7][C:8]([O:12][CH3:13])=[CH:9][CH:10]=2)[N:5]=[C:4]([N:14]2[CH:18]=[CH:17][C:16]([NH:19][CH:20]([CH3:22])[CH3:21])=[N:15]2)[CH:3]=1.O.C([O-])(=[O:26])C.[Na+]. The catalyst is C(O)(=O)C. The product is [OH:26][C:2]1[C:11]2[C:6](=[CH:7][C:8]([O:12][CH3:13])=[CH:9][CH:10]=2)[N:5]=[C:4]([N:14]2[CH:18]=[CH:17][C:16]([NH:19][CH:20]([CH3:22])[CH3:21])=[N:15]2)[CH:3]=1. The yield is 0.190. (3) The catalyst is C(OC(=O)C)C.CCCCCC. The product is [C:16]([CH2:18][C:19]([N:7]([CH2:6][CH2:5][C:4]([O:3][CH2:1][CH3:2])=[O:26])[C:8]1[CH:9]=[CH:10][C:11]([I:14])=[CH:12][CH:13]=1)=[O:20])#[N:17]. The yield is 0.700. The reactants are [CH2:1]([O:3][C:4](=C)[CH2:5][CH2:6][NH:7][C:8]1[CH:13]=[CH:12][C:11]([I:14])=[CH:10][CH:9]=1)[CH3:2].[C:16]([CH2:18][C:19](O)=[O:20])#[N:17].CN(C=[O:26])C.